From a dataset of Catalyst prediction with 721,799 reactions and 888 catalyst types from USPTO. Predict which catalyst facilitates the given reaction. (1) Reactant: [CH2:1]1[CH2:5][O:4][CH2:3][CH2:2]1.B1C2CCCC1CCC2.[NH2:15][C:16]1[C:17]2C=C(C=C)[S:30][C:18]=2[N:19]=[C:20]([C:22]2[CH:23]=[C:24]([CH:27]=[CH:28][CH:29]=2)[C:25]#[N:26])[N:21]=1. Product: [NH2:15][C:16]1[C:17]2[CH:3]=[C:2]([CH2:1][CH2:5][OH:4])[S:30][C:18]=2[N:19]=[C:20]([C:22]2[CH:23]=[C:24]([CH:27]=[CH:28][CH:29]=2)[C:25]#[N:26])[N:21]=1. The catalyst class is: 25. (2) Reactant: C([Li])CCC.[C:6]1([C:12]([N:21]([CH3:30])[C@@H:22](C2C=CC=CC=2)C)([C:15]2C=CC=CC=2)[PH2]=O)[CH:11]=[CH:10][CH:9]=[CH:8][CH:7]=1.[Cl:31][C:32]1[CH:37]=[CH:36][C:35]([C:38]([C:40]2[CH:41]=[N:42][C:43]([C:46]3[C:47]([CH3:70])=[N:48][N:49]([C:51]([C:64]4[CH:69]=[CH:68][CH:67]=[CH:66][CH:65]=4)([C:58]4[CH:63]=[CH:62][CH:61]=[CH:60][CH:59]=4)[C:52]4[CH:57]=[CH:56][CH:55]=[CH:54][CH:53]=4)[CH:50]=3)=[CH:44][CH:45]=2)=O)=[CH:34][CH:33]=1. Product: [Cl:31][C:32]1[CH:37]=[CH:36][C:35]([C:38]([C:40]2[CH:41]=[N:42][C:43]([C:46]3[C:47]([CH3:70])=[N:48][N:49]([C:51]([C:64]4[CH:69]=[CH:68][CH:67]=[CH:66][CH:65]=4)([C:58]4[CH:63]=[CH:62][CH:61]=[CH:60][CH:59]=4)[C:52]4[CH:57]=[CH:56][CH:55]=[CH:54][CH:53]=4)[CH:50]=3)=[CH:44][CH:45]=2)=[CH:30][N:21]([CH3:22])[CH:12]([C:6]2[CH:11]=[CH:10][CH:9]=[CH:8][CH:7]=2)[CH3:15])=[CH:34][CH:33]=1. The catalyst class is: 7. (3) Reactant: [CH3:1][O:2][C:3]([C:5]1[CH:6]=[C:7]2[C:12](=[CH:13][CH:14]=1)[NH:11][CH:10]([C:15]1[CH:20]=[C:19](Br)[CH:18]=[CH:17][C:16]=1[CH2:22][CH3:23])[CH2:9][C:8]2([CH3:25])[CH3:24])=[O:4].[NH:26]1[CH2:31][CH2:30][O:29][CH2:28][CH2:27]1.Cl.[CH3:33]N(C)CC(O)=O.C(=O)([O-])[O-].[K+].[K+]. Product: [CH2:1]([O:2][C:3]([C:5]1[CH:6]=[C:7]2[C:12](=[CH:13][CH:14]=1)[NH:11][CH:10]([C:15]1[CH:20]=[C:19]([N:26]3[CH2:31][CH2:30][O:29][CH2:28][CH2:27]3)[CH:18]=[CH:17][C:16]=1[CH2:22][CH3:23])[CH2:9][C:8]2([CH3:25])[CH3:24])=[O:4])[CH3:33]. The catalyst class is: 156. (4) Reactant: [N+:1]([C:4]1[CH:5]=[C:6]([CH:10]=[C:11]([N+:13]([O-:15])=[O:14])[CH:12]=1)[C:7](O)=[O:8])([O-:3])=[O:2].B.O1CCCC1. Product: [N+:1]([C:4]1[CH:5]=[C:6]([CH:10]=[C:11]([N+:13]([O-:15])=[O:14])[CH:12]=1)[CH2:7][OH:8])([O-:3])=[O:2]. The catalyst class is: 1. (5) Reactant: [CH3:1][O:2][CH2:3][N:4]1[C:8](=[O:9])[CH:7]=[C:6]([CH3:10])[C:5]1=[O:11]. Product: [OH:9][CH:8]1[CH:7]=[C:6]([CH3:10])[C:5](=[O:11])[N:4]1[CH2:3][O:2][CH3:1]. The catalyst class is: 1. (6) Reactant: Br[C:2]1[CH:3]=[C:4]([CH:6]=[CH:7][C:8]=1[O:9][C:10]1[CH:15]=[CH:14][C:13]([F:16])=[CH:12][C:11]=1[F:17])[NH2:5].[CH3:18][N:19]1[CH:24]=[C:23](B2OC(C)(C)C(C)(C)O2)[C:22]2[CH:34]=[CH:35][N:36]([S:37]([C:40]3[CH:46]=[CH:45][C:43]([CH3:44])=[CH:42][CH:41]=3)(=[O:39])=[O:38])[C:21]=2[C:20]1=[O:47].CC12CC3(C)P(C4C=CC=CC=4)C(C)(CC(C)(O3)O1)O2.P([O-])([O-])([O-])=O.[K+].[K+].[K+]. Product: [NH2:5][C:4]1[CH:6]=[CH:7][C:8]([O:9][C:10]2[CH:15]=[CH:14][C:13]([F:16])=[CH:12][C:11]=2[F:17])=[C:2]([C:23]2[C:22]3[CH:34]=[CH:35][N:36]([S:37]([C:40]4[CH:46]=[CH:45][C:43]([CH3:44])=[CH:42][CH:41]=4)(=[O:39])=[O:38])[C:21]=3[C:20](=[O:47])[N:19]([CH3:18])[CH:24]=2)[CH:3]=1. The catalyst class is: 333.